This data is from Catalyst prediction with 721,799 reactions and 888 catalyst types from USPTO. The task is: Predict which catalyst facilitates the given reaction. (1) Reactant: [CH:1](=O)[CH2:2][CH2:3][CH2:4][CH2:5][CH2:6][CH2:7][CH2:8][CH3:9].[ClH:11].Cl.[F:13][C:14]([F:30])([F:29])[C:15]1[CH:28]=[CH:27][C:18]([CH2:19][NH:20][C:21]([NH:23][C:24]([NH2:26])=[NH:25])=[NH:22])=[CH:17][CH:16]=1. Product: [ClH:11].[NH2:26][C:24]1[NH:23][C:21]([NH:20][CH2:19][C:18]2[CH:27]=[CH:28][C:15]([C:14]([F:13])([F:29])[F:30])=[CH:16][CH:17]=2)=[N:22][CH:1]([CH2:2][CH2:3][CH2:4][CH2:5][CH2:6][CH2:7][CH2:8][CH3:9])[N:25]=1. The catalyst class is: 8. (2) Reactant: C(O[C:6]([NH:8][NH:9][C@H:10]1[CH2:15][CH2:14][C@@H:13]([C:16]2[O:20][N:19]=[C:18]([CH:21]([CH3:23])[CH3:22])[N:17]=2)[CH2:12][CH2:11]1)=O)(C)(C)C.[Cl:24][C:25]1[C:30](C=O)=[C:29](Cl)[N:28]=[CH:27][N:26]=1.C(N(C(C)C)CC)(C)C. Product: [Cl:24][C:25]1[N:26]=[CH:27][N:28]=[C:29]2[N:9]([C@H:10]3[CH2:11][CH2:12][C@@H:13]([C:16]4[O:20][N:19]=[C:18]([CH:21]([CH3:22])[CH3:23])[N:17]=4)[CH2:14][CH2:15]3)[N:8]=[CH:6][C:30]=12. The catalyst class is: 7. (3) Reactant: [Br-].[CH:2]1[C:14]2[CH2:13][C:12]3[C:7](=[CH:8][CH:9]=[CH:10][CH:11]=3)[C:6]=2[CH:5]=[CH:4][C:3]=1[N:15]1[CH:19]=[CH:18][N+:17]([CH2:20][CH2:21][CH2:22][CH2:23][CH2:24][CH3:25])=[CH:16]1.[F:26][B-:27]([F:30])([F:29])[F:28].[Na+]. Product: [F:26][B-:27]([F:30])([F:29])[F:28].[CH:2]1[C:14]2[CH2:13][C:12]3[C:7](=[CH:8][CH:9]=[CH:10][CH:11]=3)[C:6]=2[CH:5]=[CH:4][C:3]=1[N:15]1[CH:19]=[CH:18][N+:17]([CH2:20][CH2:21][CH2:22][CH2:23][CH2:24][CH3:25])=[CH:16]1. The catalyst class is: 97. (4) Reactant: Cl[C:2]1[CH:7]=[C:6]([Cl:8])[N:5]=[CH:4][N:3]=1.[N:9]1([C:15]([O:17][C:18]([CH3:21])([CH3:20])[CH3:19])=[O:16])[CH2:14][CH2:13][NH:12][CH2:11][CH2:10]1.C(N(CC)CC)C.O. Product: [Cl:8][C:6]1[N:5]=[CH:4][N:3]=[C:2]([N:12]2[CH2:11][CH2:10][N:9]([C:15]([O:17][C:18]([CH3:21])([CH3:20])[CH3:19])=[O:16])[CH2:14][CH2:13]2)[CH:7]=1. The catalyst class is: 9. (5) Reactant: [Cl:1][C:2]1[CH:7]=[CH:6][C:5]([S:8]([NH:11][C:12]2[C:13]([C:19]([NH:21][NH2:22])=O)=[N:14][CH:15]=[C:16]([Cl:18])[CH:17]=2)(=[O:10])=[O:9])=[CH:4][C:3]=1[C:23]([F:26])([F:25])[F:24].COC(OC)OC.[C:34](#N)C.[CH3:37][N:38]1[C:42]([NH2:43])=[CH:41][CH:40]=[N:39]1. The catalyst class is: 15. Product: [Cl:1][C:2]1[CH:7]=[CH:6][C:5]([S:8]([NH:11][C:12]2[C:13]([C:19]3[N:43]([C:42]4[N:38]([CH3:37])[N:39]=[CH:40][CH:41]=4)[CH:34]=[N:22][N:21]=3)=[N:14][CH:15]=[C:16]([Cl:18])[CH:17]=2)(=[O:10])=[O:9])=[CH:4][C:3]=1[C:23]([F:26])([F:25])[F:24]. (6) Reactant: [F:1][C:2]1[C:3]([NH:28][C@@H:29]([C:38]([CH3:41])([CH3:40])[CH3:39])[CH2:30][N:31]2[CH:35]=[C:34]([CH2:36][OH:37])[N:33]=[N:32]2)=[N:4][C:5]([C:8]2[C:16]3[C:11](=[N:12][CH:13]=[C:14]([F:17])[CH:15]=3)[N:10](S(C3C=CC(C)=CC=3)(=O)=O)[CH:9]=2)=[N:6][CH:7]=1.C[O-].[Na+].[NH4+].[Cl-].CCOC(C)=O. Product: [F:1][C:2]1[C:3]([NH:28][C@@H:29]([C:38]([CH3:41])([CH3:40])[CH3:39])[CH2:30][N:31]2[CH:35]=[C:34]([CH2:36][OH:37])[N:33]=[N:32]2)=[N:4][C:5]([C:8]2[C:16]3[C:11](=[N:12][CH:13]=[C:14]([F:17])[CH:15]=3)[NH:10][CH:9]=2)=[N:6][CH:7]=1. The catalyst class is: 1. (7) Reactant: [CH:1]12[CH2:7][CH:4]([CH2:5][CH2:6]1)[CH2:3][CH:2]2[NH:8][C:9]1[S:10][C:11]([CH2:18][CH2:19][OH:20])([CH2:15][CH2:16][OH:17])[C:12](=[O:14])[N:13]=1.C(N(C(C)C)CC)(C)C.[CH3:30][S:31](Cl)(=[O:33])=[O:32]. Product: [CH:1]12[CH2:7][CH:4]([CH2:5][CH2:6]1)[CH2:3][CH:2]2[NH:8][C:9]1[S:10][C:11]([CH2:15][CH2:16][O:17][S:31]([CH3:30])(=[O:33])=[O:32])([CH2:18][CH2:19][O:20][S:31]([CH3:30])(=[O:33])=[O:32])[C:12](=[O:14])[N:13]=1. The catalyst class is: 2. (8) Reactant: [CH2:1]([N:8]1[CH2:13][C:12]([F:15])([F:14])[C:11]([OH:16])=[C:10](C(OCC)=O)[CH2:9]1)[C:2]1[CH:7]=[CH:6][CH:5]=[CH:4][CH:3]=1.N12CCCN=C1CCCCC2.[F:33][C:34]([F:53])([F:52])[S:35](N(C1C=CC=CC=1)[S:35]([C:34]([F:53])([F:52])[F:33])(=[O:37])=[O:36])(=[O:37])=[O:36].O. Product: [F:33][C:34]([F:53])([F:52])[S:35]([O:16][C:11]1[C:12]([F:15])([F:14])[CH2:13][N:8]([CH2:1][C:2]2[CH:7]=[CH:6][CH:5]=[CH:4][CH:3]=2)[CH2:9][CH:10]=1)(=[O:37])=[O:36]. The catalyst class is: 12.